This data is from Peptide-MHC class I binding affinity with 185,985 pairs from IEDB/IMGT. The task is: Regression. Given a peptide amino acid sequence and an MHC pseudo amino acid sequence, predict their binding affinity value. This is MHC class I binding data. The peptide sequence is VMAASGAPF. The MHC is HLA-B35:01 with pseudo-sequence HLA-B35:01. The binding affinity (normalized) is 0.580.